This data is from Full USPTO retrosynthesis dataset with 1.9M reactions from patents (1976-2016). The task is: Predict the reactants needed to synthesize the given product. (1) The reactants are: [CH3:1][S:2](Cl)(=[O:4])=[O:3].[Cl:6][C:7]1[N:8]([CH2:15][C:16]([OH:20])([CH3:19])[CH2:17][OH:18])[CH:9]=[C:10]([N+:12]([O-:14])=[O:13])[N:11]=1.Cl. Given the product [Cl:6][C:7]1[N:8]([CH2:15][C:16]([OH:20])([CH3:19])[CH2:17][O:18][S:2]([CH3:1])(=[O:4])=[O:3])[CH:9]=[C:10]([N+:12]([O-:14])=[O:13])[N:11]=1, predict the reactants needed to synthesize it. (2) Given the product [CH2:1]([C@H:8]1[CH2:12][O:11][C:10](=[O:13])[N:9]1[C:14]([C@@H:15]1[C@@H:16]([C:17]2[CH:22]=[C:21]([F:23])[C:20]([F:24])=[CH:19][C:18]=2[F:25])[CH2:40][N:35]([CH2:56][C:50]2[CH:55]=[CH:54][CH:53]=[CH:52][CH:51]=2)[CH2:34]1)=[O:26])[C:2]1[CH:7]=[CH:6][CH:5]=[CH:4][CH:3]=1, predict the reactants needed to synthesize it. The reactants are: [CH2:1]([C@H:8]1[CH2:12][O:11][C:10](=[O:13])[N:9]1[C:14](=[O:26])/[CH:15]=[CH:16]/[C:17]1[CH:22]=[C:21]([F:23])[C:20]([F:24])=[CH:19][C:18]=1[F:25])[C:2]1[CH:7]=[CH:6][CH:5]=[CH:4][CH:3]=1.C([CH2:34][N:35]([CH2:40]OC)[Si](C)(C)C)C1C=CC=CC=1.C(O)(C(F)(F)F)=O.[C:50]1([CH3:56])[CH:55]=[CH:54][CH:53]=[CH:52][CH:51]=1. (3) Given the product [CH3:1][CH:2]([CH3:15])[CH2:3][CH2:4][NH:5][C:6]([C:8]1[N:9]=[N:10][C:11]([N:19]2[CH2:20][CH2:21][N:16]([C:22](=[O:23])[C:24]3[CH:29]=[CH:28][CH:27]=[CH:26][C:25]=3[C:30]([F:33])([F:31])[F:32])[CH2:17][CH2:18]2)=[CH:12][CH:13]=1)=[O:7], predict the reactants needed to synthesize it. The reactants are: [CH3:1][CH:2]([CH3:15])[CH2:3][CH2:4][NH:5][C:6]([C:8]1[N:9]=[N:10][C:11](Cl)=[CH:12][CH:13]=1)=[O:7].[N:16]1([C:22]([C:24]2[CH:29]=[CH:28][CH:27]=[CH:26][C:25]=2[C:30]([F:33])([F:32])[F:31])=[O:23])[CH2:21][CH2:20][NH:19][CH2:18][CH2:17]1.